Task: Predict the reactants needed to synthesize the given product.. Dataset: Full USPTO retrosynthesis dataset with 1.9M reactions from patents (1976-2016) (1) Given the product [CH3:1][C:2]1[N:11]([CH:12]2[CH2:17][CH2:16][NH:15][CH2:14][CH2:13]2)[C:5]2[CH:6]=[N:7][C:8]([CH3:10])=[CH:9][C:4]=2[N:3]=1, predict the reactants needed to synthesize it. The reactants are: [CH3:1][C:2]1[N:11]([CH:12]2[CH2:17][CH2:16][N:15](C(=O)C)[CH2:14][CH2:13]2)[C:5]2[CH:6]=[N:7][C:8]([CH3:10])=[CH:9][C:4]=2[N:3]=1.Cl. (2) Given the product [N+:4]([C:7]1[CH:8]=[C:9]2[C:13](=[CH:14][CH:15]=1)[NH:12][CH:11]=[C:10]2[C:17]1[CH2:22][CH2:21][N:20]([C:23]([O:25][C:26]([CH3:29])([CH3:28])[CH3:27])=[O:24])[CH2:19][CH:18]=1)([O-:6])=[O:5], predict the reactants needed to synthesize it. The reactants are: C[O-].[Na+].[N+:4]([C:7]1[CH:8]=[C:9]2[C:13](=[CH:14][CH:15]=1)[NH:12][CH:11]=[CH:10]2)([O-:6])=[O:5].O=[C:17]1[CH2:22][CH2:21][N:20]([C:23]([O:25][C:26]([CH3:29])([CH3:28])[CH3:27])=[O:24])[CH2:19][CH2:18]1.C(OCC)(=O)C.